Dataset: Retrosynthesis with 50K atom-mapped reactions and 10 reaction types from USPTO. Task: Predict the reactants needed to synthesize the given product. (1) Given the product COC(=O)c1cn(-c2cc(C(=O)Nc3cc(C(F)(F)F)cc(NS(C)(=O)=O)c3OC)ccc2C)nn1, predict the reactants needed to synthesize it. The reactants are: COC(=O)c1cn(-c2cc(C(=O)O)ccc2C)nn1.COc1c(N)cc(C(F)(F)F)cc1NS(C)(=O)=O. (2) The reactants are: CC(=O)c1cc(Cl)c2cccnc2c1OS(=O)(=O)C(F)(F)F.COC1CCNC1. Given the product COC1CCN(c2c(C(C)=O)cc(Cl)c3cccnc23)C1, predict the reactants needed to synthesize it. (3) Given the product N#Cc1ccc(F)cn1, predict the reactants needed to synthesize it. The reactants are: Fc1ccc(Br)nc1.[C-]#N. (4) Given the product COc1nc(OC)nc([N+]2(C)CCOCC2)n1, predict the reactants needed to synthesize it. The reactants are: CN1CCOCC1.COc1nc(Cl)nc(OC)n1. (5) Given the product O=C1c2ccccc2-n2cnc(CO)c2[C@@H]2CCCN12, predict the reactants needed to synthesize it. The reactants are: CCOC(=O)c1ncn2c1[C@@H]1CCCN1C(=O)c1ccccc1-2.